Predict which catalyst facilitates the given reaction. From a dataset of Catalyst prediction with 721,799 reactions and 888 catalyst types from USPTO. (1) Reactant: [CH2:1]([O:8][CH2:9][CH:10]([OH:20])[CH2:11][O:12][CH2:13][C:14]1[CH:19]=[CH:18][CH:17]=[CH:16][CH:15]=1)[C:2]1[CH:7]=[CH:6][CH:5]=[CH:4][CH:3]=1.C(N(CC)CC)C.[CH2:28]=[C:29]1[O:33][C:31](=[O:32])[CH2:30]1. Product: [O:33]=[C:29]([CH3:28])[CH2:30][C:31]([O:20][CH:10]([CH2:9][O:8][CH2:1][C:2]1[CH:3]=[CH:4][CH:5]=[CH:6][CH:7]=1)[CH2:11][O:12][CH2:13][C:14]1[CH:19]=[CH:18][CH:17]=[CH:16][CH:15]=1)=[O:32]. The catalyst class is: 11. (2) Reactant: [CH3:1][O:2][C:3]([C:5]1[CH:10]=[CH:9][C:8]([CH2:11][N:12]([CH2:14][CH:15]2[CH2:19][CH2:18][CH2:17][N:16]2C(OC(C)(C)C)=O)[CH3:13])=[CH:7][CH:6]=1)=[O:4].Cl. Product: [CH3:13][N:12]([CH2:11][C:8]1[CH:7]=[CH:6][C:5]([C:3]([O:2][CH3:1])=[O:4])=[CH:10][CH:9]=1)[CH2:14][CH:15]1[CH2:19][CH2:18][CH2:17][NH:16]1. The catalyst class is: 4.